This data is from CYP2C9 inhibition data for predicting drug metabolism from PubChem BioAssay. The task is: Regression/Classification. Given a drug SMILES string, predict its absorption, distribution, metabolism, or excretion properties. Task type varies by dataset: regression for continuous measurements (e.g., permeability, clearance, half-life) or binary classification for categorical outcomes (e.g., BBB penetration, CYP inhibition). Dataset: cyp2c9_veith. (1) The drug is CC(=O)N1CCC[C@@]2(CCN(C(=O)Nc3ccccc3)C2)C1. The result is 0 (non-inhibitor). (2) The compound is COC(=O)[C@H](NC(=O)c1cc(-c2ccccc2)nc2ccccc12)c1ccccc1. The result is 0 (non-inhibitor).